Dataset: Reaction yield outcomes from USPTO patents with 853,638 reactions. Task: Predict the reaction yield, written as a fraction of the theoretical maximum amount of product (1.0 means a 100% yield; for example, 0.34 means a 34% yield). The catalyst is C(Cl)Cl. The product is [NH2:17][C:15]1[N:14]=[CH:13][N:12]=[C:11]2[N:10]([CH:18]([CH3:20])[CH3:19])[N:9]=[C:8]([C:5]3[CH:6]=[CH:7][C:2]([F:1])=[C:3]([OH:21])[CH:4]=3)[C:16]=12. The yield is 0.440. The reactants are [F:1][C:2]1[CH:7]=[CH:6][C:5]([C:8]2[C:16]3[C:11](=[N:12][CH:13]=[N:14][C:15]=3[NH2:17])[N:10]([CH:18]([CH3:20])[CH3:19])[N:9]=2)=[CH:4][C:3]=1[O:21]C.B(Br)(Br)Br.